Task: Predict which catalyst facilitates the given reaction.. Dataset: Catalyst prediction with 721,799 reactions and 888 catalyst types from USPTO (1) Reactant: COC(=O)[C:4]1[CH:9]=[C:8](I)[CH:7]=[C:6]([Br:11])[CH:5]=1.[C:13]([O-:16])([O-])=[O:14].[Cs+].[Cs+].[CH3:19][C:20]1(C)[C:46]2C(=C(P(C3C=CC=CC=3)C3C=CC=CC=3)C=CC=2)OC2C(P(C3C=CC=CC=3)C3C=CC=CC=3)=CC=C[C:21]1=2.[C:61]1([CH:67]2[CH2:72][NH:71][C:70](=[O:73])[CH2:69][CH2:68]2)[CH:66]=[CH:65][CH:64]=[CH:63][CH:62]=1. Product: [Br:11][C:6]1[CH:7]=[C:8]([CH:9]=[C:4]([N:71]2[CH2:72][CH:67]([C:61]3[CH:62]=[CH:63][CH:64]=[CH:65][CH:66]=3)[CH2:68][CH2:69][C:70]2=[O:73])[CH:5]=1)[C:13]([O:16][C:20]([CH3:46])([CH3:21])[CH3:19])=[O:14]. The catalyst class is: 187. (2) Reactant: C(=O)(OC)[O:2][C@H:3]1[CH2:8][CH2:7][C@H:6]([N:9]2[C:17](=[O:18])[NH:16][C:15]3[C:10]2=[N:11][C:12]([NH2:20])=[N:13][C:14]=3[Cl:19])[CH2:5][CH2:4]1.Cl. Product: [NH2:20][C:12]1[N:11]=[C:10]2[C:15]([NH:16][C:17](=[O:18])[N:9]2[C@H:6]2[CH2:5][CH2:4][C@H:3]([OH:2])[CH2:8][CH2:7]2)=[C:14]([Cl:19])[N:13]=1. The catalyst class is: 500. (3) Reactant: [CH3:1][O:2][CH2:3][C:4]1[N:5]=[C:6]([NH2:9])[S:7][CH:8]=1.[C:10]([O:14][C:15](O[C:15]([O:14][C:10]([CH3:13])([CH3:12])[CH3:11])=[O:16])=[O:16])([CH3:13])([CH3:12])[CH3:11]. Product: [C:10]([O:14][C:15](=[O:16])[NH:9][C:6]1[S:7][CH:8]=[C:4]([CH2:3][O:2][CH3:1])[N:5]=1)([CH3:13])([CH3:12])[CH3:11]. The catalyst class is: 527. (4) Reactant: [Li+].[OH-].[CH3:3][C:4]1([C:20]([O:22]CC)=[O:21])[CH2:9][CH2:8][CH2:7][N:6]([C:10]([O:12][CH2:13][C:14]2[CH:19]=[CH:18][CH:17]=[CH:16][CH:15]=2)=[O:11])[CH2:5]1. Product: [CH2:13]([O:12][C:10]([N:6]1[CH2:7][CH2:8][CH2:9][C:4]([CH3:3])([C:20]([OH:22])=[O:21])[CH2:5]1)=[O:11])[C:14]1[CH:15]=[CH:16][CH:17]=[CH:18][CH:19]=1. The catalyst class is: 8. (5) The catalyst class is: 177. Reactant: [C:1]([O:5][C:6]([N:8]1[CH2:13][CH2:12][C:11]2[N:14]([CH2:19][C:20]3[CH:25]=[CH:24][C:23]([O:26][CH3:27])=[CH:22][CH:21]=3)[N:15]=[C:16]([CH2:17][OH:18])[C:10]=2[CH2:9]1)=[O:7])([CH3:4])([CH3:3])[CH3:2]. Product: [C:1]([O:5][C:6]([N:8]1[CH2:13][CH2:12][C:11]2[N:14]([CH2:19][C:20]3[CH:25]=[CH:24][C:23]([O:26][CH3:27])=[CH:22][CH:21]=3)[N:15]=[C:16]([CH:17]=[O:18])[C:10]=2[CH2:9]1)=[O:7])([CH3:4])([CH3:3])[CH3:2]. (6) Reactant: [Br:1][C:2]1[CH:11]=[CH:10][C:9]2[N:8]=[C:7](Cl)[C:6]3=[N:13][N:14](CC4C=CC(OC)=CC=4)[CH:15]=[C:5]3[C:4]=2[CH:3]=1.[CH3:25][C:26]1[CH:27]=[C:28]([NH2:35])[CH:29]=[C:30]2[C:34]=1[NH:33][N:32]=[CH:31]2.Cl. Product: [Br:1][C:2]1[CH:11]=[CH:10][C:9]2[N:8]=[C:7]([NH:35][C:28]3[CH:29]=[C:30]4[C:34](=[C:26]([CH3:25])[CH:27]=3)[NH:33][N:32]=[CH:31]4)[C:6]3=[N:13][NH:14][CH:15]=[C:5]3[C:4]=2[CH:3]=1. The catalyst class is: 71. (7) Reactant: [NH2:1][C:2]1[CH:3]=[C:4]([CH:7]=[CH:8][CH:9]=1)[C:5]#[N:6].[OH-].[Na+].Cl[C:13]1[C:18]([N+:19]([O-:21])=[O:20])=[CH:17][CH:16]=[C:15]([Cl:22])[N:14]=1. Product: [C:5]([C:4]1[CH:3]=[C:2]([NH:1][C:13]2[C:18]([N+:19]([O-:21])=[O:20])=[CH:17][CH:16]=[C:15]([Cl:22])[N:14]=2)[CH:9]=[CH:8][CH:7]=1)#[N:6]. The catalyst class is: 10. (8) Reactant: [C:1]1([C:7]2[N:12]3[N:13]=[C:14]([NH2:16])[N:15]=[C:11]3[CH:10]=[CH:9][CH:8]=2)[CH:6]=[CH:5][CH:4]=[CH:3][CH:2]=1.Br[C:18]1[CH:23]=[CH:22][C:21]([N:24]2[CH2:29][CH2:28][O:27][CH2:26][CH2:25]2)=[CH:20][CH:19]=1.C1(P(C2C=CC=CC=2)C2C3OC4C(=CC=CC=4P(C4C=CC=CC=4)C4C=CC=CC=4)C(C)(C)C=3C=CC=2)C=CC=CC=1.CC(C)([O-])C.[K+]. Product: [O:27]1[CH2:28][CH2:29][N:24]([C:21]2[CH:22]=[CH:23][C:18]([NH:16][C:14]3[N:15]=[C:11]4[CH:10]=[CH:9][CH:8]=[C:7]([C:1]5[CH:2]=[CH:3][CH:4]=[CH:5][CH:6]=5)[N:12]4[N:13]=3)=[CH:19][CH:20]=2)[CH2:25][CH2:26]1. The catalyst class is: 62.